From a dataset of Full USPTO retrosynthesis dataset with 1.9M reactions from patents (1976-2016). Predict the reactants needed to synthesize the given product. The reactants are: [N+:1]([C:4]1[CH:9]=[CH:8][C:7]([N:10]2[CH2:15][CH2:14][NH:13][CH2:12][CH2:11]2)=[CH:6][CH:5]=1)([O-:3])=[O:2].[Na].[CH3:17][C:18]([CH3:20])=O.O. Given the product [CH:18]([N:13]1[CH2:14][CH2:15][N:10]([C:7]2[CH:6]=[CH:5][C:4]([N+:1]([O-:3])=[O:2])=[CH:9][CH:8]=2)[CH2:11][CH2:12]1)([CH3:20])[CH3:17], predict the reactants needed to synthesize it.